This data is from Full USPTO retrosynthesis dataset with 1.9M reactions from patents (1976-2016). The task is: Predict the reactants needed to synthesize the given product. Given the product [NH2:16][CH2:15][C:14]1[C:13]([NH:12][CH2:11][C:10]2[CH:21]=[CH:22][C:23]([O:25][CH3:26])=[CH:24][C:9]=2[O:8][CH3:7])=[N:20][CH:19]=[CH:18][CH:17]=1, predict the reactants needed to synthesize it. The reactants are: [H-].[Al+3].[Li+].[H-].[H-].[H-].[CH3:7][O:8][C:9]1[CH:24]=[C:23]([O:25][CH3:26])[CH:22]=[CH:21][C:10]=1[CH2:11][NH:12][C:13]1[N:20]=[CH:19][CH:18]=[CH:17][C:14]=1[C:15]#[N:16].